From a dataset of Catalyst prediction with 721,799 reactions and 888 catalyst types from USPTO. Predict which catalyst facilitates the given reaction. (1) The catalyst class is: 13. Reactant: [CH2:1]([O:3][C:4]([N:6]1[CH2:11][CH2:10][N:9]([C:12](=[O:50])[C@@H:13]([NH:23][C:24]([C:26]2[CH:30]=[C:29]([O:31][CH2:32][C:33]([O:35]CC3C=CC=CC=3)=[O:34])[N:28]([C:43]3[CH:48]=[CH:47][CH:46]=[C:45]([F:49])[CH:44]=3)[N:27]=2)=[O:25])[CH2:14][CH2:15][C:16]([O:18][C:19]([CH3:22])([CH3:21])[CH3:20])=[O:17])[CH2:8][CH2:7]1)=[O:5])[CH3:2]. Product: [CH2:1]([O:3][C:4]([N:6]1[CH2:7][CH2:8][N:9]([C:12](=[O:50])[C@@H:13]([NH:23][C:24]([C:26]2[CH:30]=[C:29]([O:31][CH2:32][C:33]([OH:35])=[O:34])[N:28]([C:43]3[CH:48]=[CH:47][CH:46]=[C:45]([F:49])[CH:44]=3)[N:27]=2)=[O:25])[CH2:14][CH2:15][C:16]([O:18][C:19]([CH3:22])([CH3:21])[CH3:20])=[O:17])[CH2:10][CH2:11]1)=[O:5])[CH3:2]. (2) Product: [CH2:1]=[C:17]1[CH:16]([CH2:11][CH2:12][CH2:13][CH:14]=[CH2:15])[CH2:21][CH2:20][O:19][CH2:18]1. The catalyst class is: 307. Reactant: [CH3:1][Si]([N-][Si](C)(C)C)(C)C.[Na+].[CH2:11]([CH:16]1[CH2:21][CH2:20][O:19][CH2:18][C:17]1=O)[CH2:12][CH2:13][CH:14]=[CH2:15]. (3) Reactant: [F:1][C:2]([F:26])([F:25])[C@H:3]([N:12]1[CH2:16][CH2:15][C@H:14]([NH:17][C:18](=[O:24])[O:19][C:20]([CH3:23])([CH3:22])[CH3:21])[CH2:13]1)[C:4]1[CH:5]=[N:6][C:7]([NH:10][NH2:11])=[CH:8][CH:9]=1.[CH3:27][O:28][C:29]1[CH:38]=[C:37]2[C:32]([CH:33]=[CH:34][C:35]([CH:39]=O)=[N:36]2)=[CH:31][C:30]=1[CH3:41]. Product: [F:26][C:2]([F:25])([F:1])[C@H:3]([N:12]1[CH2:16][CH2:15][C@H:14]([NH:17][C:18](=[O:24])[O:19][C:20]([CH3:22])([CH3:23])[CH3:21])[CH2:13]1)[C:4]1[CH:5]=[N:6][C:7]([NH:10]/[N:11]=[CH:39]/[C:35]2[CH:34]=[CH:33][C:32]3[C:37](=[CH:38][C:29]([O:28][CH3:27])=[C:30]([CH3:41])[CH:31]=3)[N:36]=2)=[CH:8][CH:9]=1. The catalyst class is: 8. (4) Reactant: N[C@H](C(O)=O)CS.[C:8]([C:10]1[CH:11]=[C:12]([CH:39]=[CH:40][C:41]=1[O:42][CH:43]([CH3:45])[CH3:44])[CH2:13][O:14][C:15]1[CH:23]=[CH:22][C:21]2[N:20]3[CH2:24][CH2:25][CH:26]([CH2:27][C:28]([O:30]C(C)(C)C)=[O:29])[C:19]3=[C:18]([S:35]([CH3:38])(=[O:37])=[O:36])[C:17]=2[CH:16]=1)#[N:9].O.C(OCC)(=O)C. Product: [C:8]([C:10]1[CH:11]=[C:12]([CH:39]=[CH:40][C:41]=1[O:42][CH:43]([CH3:45])[CH3:44])[CH2:13][O:14][C:15]1[CH:23]=[CH:22][C:21]2[N:20]3[CH2:24][CH2:25][CH:26]([CH2:27][C:28]([OH:30])=[O:29])[C:19]3=[C:18]([S:35]([CH3:38])(=[O:37])=[O:36])[C:17]=2[CH:16]=1)#[N:9]. The catalyst class is: 137. (5) Reactant: B1(C)OC(C2C=CC=CC=2)(C2C=CC=CC=2)[C@H]2N1CCC2.S(C)C.[F:25][C:26]([F:37])([F:36])[C:27]1[CH:32]=[CH:31][C:30]([C:33](=[O:35])[CH3:34])=[CH:29][CH:28]=1.Cl. Product: [F:25][C:26]([F:36])([F:37])[C:27]1[CH:28]=[CH:29][C:30]([C@H:33]([OH:35])[CH3:34])=[CH:31][CH:32]=1. The catalyst class is: 138. (6) Reactant: [ClH:1].CN.[CH3:4][O:5][C:6](=[O:17])[CH2:7][C:8](=[O:16])[N:9]1[CH2:14][CH2:13][C:12](=O)[CH2:11][CH2:10]1.[C:18]([BH3-])#[N:19].[Na+].C(=O)([O-])[O-].[Na+].[Na+]. Product: [ClH:1].[CH3:4][O:5][C:6](=[O:17])[CH2:7][C:8]([N:9]1[CH2:14][CH2:13][CH:12]([NH:19][CH3:18])[CH2:11][CH2:10]1)=[O:16]. The catalyst class is: 24.